From a dataset of Forward reaction prediction with 1.9M reactions from USPTO patents (1976-2016). Predict the product of the given reaction. (1) The product is: [NH2:1][C:2]1[N:3]=[C:4]([C:15]2[O:16][CH:17]=[CH:18][CH:19]=2)[C:5]2[N:10]=[N:9][N:8]([CH2:11][C:12]([NH:36][C:35]3[CH:37]=[CH:38][CH:39]=[C:33]([Cl:32])[CH:34]=3)=[O:14])[C:6]=2[N:7]=1. Given the reactants [NH2:1][C:2]1[N:3]=[C:4]([C:15]2[O:16][CH:17]=[CH:18][CH:19]=2)[C:5]2[N:10]=[N:9][N:8]([CH2:11][C:12]([OH:14])=O)[C:6]=2[N:7]=1.C(C1NC=CN=1)(C1NC=CN=1)=O.[Cl:32][C:33]1[CH:34]=[C:35]([CH:37]=[CH:38][CH:39]=1)[NH2:36], predict the reaction product. (2) Given the reactants C(OC(=O)[NH:7][C@H:8]([C:11]1[N:19]([C:20]2[CH:25]=[CH:24][CH:23]=[CH:22][CH:21]=2)[C:14]2=[N:15][CH:16]=[CH:17][CH:18]=[C:13]2[N:12]=1)[CH2:9][CH3:10])(C)(C)C.C(O)(C(F)(F)F)=O, predict the reaction product. The product is: [C:20]1([N:19]2[C:14]3=[N:15][CH:16]=[CH:17][CH:18]=[C:13]3[N:12]=[C:11]2[C@@H:8]([NH2:7])[CH2:9][CH3:10])[CH:21]=[CH:22][CH:23]=[CH:24][CH:25]=1. (3) Given the reactants [BH-](OC(C)=O)(OC(C)=O)OC(C)=O.[Na+].[NH:15]1[C:23]2[C:18](=[CH:19][CH:20]=[CH:21][CH:22]=2)[CH:17]=[C:16]1[C:24]1[C:28]([CH:29]=O)=[CH:27][N:26]([CH:31]2[CH2:36][CH2:35][CH2:34][CH2:33][O:32]2)[N:25]=1.[CH3:37][C@@H:38]1[CH2:43][NH:42][CH2:41][CH2:40][N:39]1[C:44]1[CH:49]=[CH:48][C:47]([C:50]([F:53])([F:52])[F:51])=[CH:46][N:45]=1.C(O)(=O)C, predict the reaction product. The product is: [CH3:37][C@H:38]1[N:39]([C:44]2[CH:49]=[CH:48][C:47]([C:50]([F:53])([F:51])[F:52])=[CH:46][N:45]=2)[CH2:40][CH2:41][N:42]([CH2:29][C:28]2[C:24]([C:16]3[NH:15][C:23]4[C:18]([CH:17]=3)=[CH:19][CH:20]=[CH:21][CH:22]=4)=[N:25][N:26]([CH:31]3[CH2:36][CH2:35][CH2:34][CH2:33][O:32]3)[CH:27]=2)[CH2:43]1. (4) Given the reactants [OH:1][CH:2]1[CH2:7][CH2:6][CH:5]([C:8]([O:10][CH2:11][CH3:12])=[O:9])[CH2:4][CH2:3]1.[OH-].[K+].[CH3:15][O:16][C:17]1[CH:24]=[CH:23]C(CCl)=[CH:19][CH:18]=1, predict the reaction product. The product is: [OH:1][CH:2]1[CH2:3][CH2:4][CH:5]([C:8]([O:10][CH2:11][C:12]2[CH:23]=[CH:24][C:17]([O:16][CH3:15])=[CH:18][CH:19]=2)=[O:9])[CH2:6][CH2:7]1. (5) The product is: [Cl:26][C:18]1[C:2]2[C:3](=[N:4][CH:5]=[C:6]([CH2:7][NH:8][C:9](=[O:15])[O:10][C:11]([CH3:14])([CH3:13])[CH3:12])[N:1]=2)[NH:16][CH:17]=1. Given the reactants [N:1]1[C:6]([CH2:7][NH:8][C:9](=[O:15])[O:10][C:11]([CH3:14])([CH3:13])[CH3:12])=[CH:5][N:4]=[C:3]2[NH:16][CH:17]=[CH:18][C:2]=12.C1C(=O)N([Cl:26])C(=O)C1, predict the reaction product. (6) Given the reactants [NH2:1][C:2]1[CH:7]=[C:6]([Cl:8])[CH:5]=[CH:4][N:3]=1.[Cl:9][C:10]1[CH:11]=[C:12]([CH:16]=[CH:17][CH:18]=1)[C:13](O)=[O:14].C(N=C=NCCCN(C)C)C.O, predict the reaction product. The product is: [Cl:9][C:10]1[CH:11]=[C:12]([CH:16]=[CH:17][CH:18]=1)[C:13]([NH:1][C:2]1[CH:7]=[C:6]([Cl:8])[CH:5]=[CH:4][N:3]=1)=[O:14]. (7) Given the reactants [CH2:1]([C:5]1[C:6]([CH3:14])=[C:7]([C:11]([OH:13])=O)[S:8][C:9]=1[CH3:10])[CH:2]([CH3:4])[CH3:3].[OH:15][C:16]1[C:25]([CH3:26])=[CH:24][C:19]([C:20]([NH:22]O)=[NH:21])=[CH:18][C:17]=1[CH3:27], predict the reaction product. The product is: [CH2:1]([C:5]1[C:6]([CH3:14])=[C:7]([C:11]2[O:13][N:22]=[C:20]([C:19]3[CH:24]=[C:25]([CH3:26])[C:16]([OH:15])=[C:17]([CH3:27])[CH:18]=3)[N:21]=2)[S:8][C:9]=1[CH3:10])[CH:2]([CH3:3])[CH3:4]. (8) Given the reactants [C:1]1([C:7]2[CH:12]=[CH:11][CH:10]=[CH:9][C:8]=2[OH:13])[CH:6]=[CH:5][CH:4]=[CH:3][CH:2]=1.C([Li])CCC.[Cl:19][Ti:20](Cl)([Cl:31])[C:21]1([CH3:30])[C:25]([CH3:26])=[C:24]([CH3:27])[C:23]([CH3:28])=[C:22]1[CH3:29], predict the reaction product. The product is: [Cl:19][Ti:20]([Cl:31])([C:21]1([CH3:30])[C:22]([CH3:29])=[C:23]([CH3:28])[C:24]([CH3:27])=[C:25]1[CH3:26])[O:13][C:8]1[CH:9]=[CH:10][CH:11]=[CH:12][C:7]=1[C:1]1[CH:2]=[CH:3][CH:4]=[CH:5][CH:6]=1. (9) Given the reactants [F:1][C:2]1[CH:3]=[C:4]([C:8]2[C@:9]3([CH2:25][CH2:24][C@H:23]4[C@@H:14]([CH2:15][CH2:16][C:17]5[CH:18]=[C:19]([C:26]([OH:28])=O)[CH:20]=[CH:21][C:22]=54)[C@@H:11]3[CH2:12][CH:13]=2)[CH3:10])[CH:5]=[N:6][CH:7]=1.[CH3:29][C:30]1([CH2:34][NH2:35])[CH2:33][O:32][CH2:31]1, predict the reaction product. The product is: [F:1][C:2]1[CH:3]=[C:4]([C:8]2[C@:9]3([CH2:25][CH2:24][C@H:23]4[C@@H:14]([CH2:15][CH2:16][C:17]5[CH:18]=[C:19]([C:26]([NH:35][CH2:34][C:30]6([CH3:29])[CH2:33][O:32][CH2:31]6)=[O:28])[CH:20]=[CH:21][C:22]=54)[C@@H:11]3[CH2:12][CH:13]=2)[CH3:10])[CH:5]=[N:6][CH:7]=1. (10) Given the reactants [OH-].[Li+:2].[SH:3][CH2:4][C:5]([OH:7])=[O:6], predict the reaction product. The product is: [OH2:6].[Li+:2].[Li+:2].[SH:3][CH2:4][C:5]([O-:7])=[O:6].[SH:3][CH2:4][C:5]([O-:7])=[O:6].